This data is from Full USPTO retrosynthesis dataset with 1.9M reactions from patents (1976-2016). The task is: Predict the reactants needed to synthesize the given product. Given the product [Cl:32][C:27]1[CH:26]=[C:25]([O:24][C:22]2[C:23]3[N:15]([CH2:14][CH2:13][O:12][CH2:11][CH2:10][OH:9])[CH:16]=[CH:17][C:18]=3[N:19]=[CH:20][N:21]=2)[CH:30]=[CH:29][C:28]=1[NH:31][C:40]([NH:54][C:53]1[CH:55]=[CH:56][CH:57]=[C:51]([C:50]([F:58])([F:59])[F:49])[CH:52]=1)=[O:41], predict the reactants needed to synthesize it. The reactants are: C([O:9][CH2:10][CH2:11][O:12][CH2:13][CH2:14][N:15]1[C:23]2[C:22]([O:24][C:25]3[CH:30]=[CH:29][C:28]([NH2:31])=[C:27]([Cl:32])[CH:26]=3)=[N:21][CH:20]=[N:19][C:18]=2[CH:17]=[CH:16]1)(=O)C1C=CC=CC=1.N1C=CC=CC=1.Cl[C:40](OC1C=CC=CC=1)=[O:41].[F:49][C:50]([F:59])([F:58])[C:51]1[CH:52]=[C:53]([CH:55]=[CH:56][CH:57]=1)[NH2:54].